This data is from Peptide-MHC class I binding affinity with 185,985 pairs from IEDB/IMGT. The task is: Regression. Given a peptide amino acid sequence and an MHC pseudo amino acid sequence, predict their binding affinity value. This is MHC class I binding data. (1) The peptide sequence is SSMKGENVF. The MHC is HLA-B15:03 with pseudo-sequence HLA-B15:03. The binding affinity (normalized) is 0.644. (2) The peptide sequence is KGCKLTETM. The MHC is HLA-B15:01 with pseudo-sequence HLA-B15:01. The binding affinity (normalized) is 0.340.